Dataset: hERG Central: cardiac toxicity at 1µM, 10µM, and general inhibition. Task: Predict hERG channel inhibition at various concentrations. (1) The compound is CCn1c(CCNC(=O)c2cccs2)nnc1SCC(=O)Nc1nc(-c2ccccc2)cs1. Results: hERG_inhib (hERG inhibition (general)): blocker. (2) The drug is Cc1occc1C(=O)N(C)CC1CCCN(CCc2ccccc2F)C1. Results: hERG_inhib (hERG inhibition (general)): blocker.